The task is: Predict the product of the given reaction.. This data is from Forward reaction prediction with 1.9M reactions from USPTO patents (1976-2016). (1) Given the reactants [NH2:1][C:2]1[C:3]([C:12]([O:14][CH3:15])=[O:13])=[N:4][C:5]([Sn](C)(C)C)=[CH:6][N:7]=1.Br[C:17]1[C:22]([C:23]([F:26])([F:25])[F:24])=[CH:21][CH:20]=[CH:19][N:18]=1.CC1C=CC=CC=1P(C1C=CC=CC=1C)C1C=CC=CC=1C.CCN(CC)CC, predict the reaction product. The product is: [NH2:1][C:2]1[C:3]([C:12]([O:14][CH3:15])=[O:13])=[N:4][C:5]([C:17]2[C:22]([C:23]([F:26])([F:25])[F:24])=[CH:21][CH:20]=[CH:19][N:18]=2)=[CH:6][N:7]=1. (2) Given the reactants C(N(CC)C(C)C)(C)C.C1C=CC2N(O)N=NC=2C=1.C(Cl)CCl.[C:24]([O:28][C:29]([N:31]([CH3:71])[C@H:32]([C:36]([NH:38][C@H:39]([C:43]([N:45]([C@@H:47]([C@@H:67]([CH3:70])[CH2:68][CH3:69])[C@H:48]([O:65][CH3:66])[CH2:49][C:50]([N:52]1[CH2:56][CH2:55][CH2:54][C@H:53]1[C@H:57]([O:63][CH3:64])[C@H:58]([C:60](O)=[O:61])[CH3:59])=[O:51])[CH3:46])=[O:44])[CH:40]([CH3:42])[CH3:41])=[O:37])[CH:33]([CH3:35])[CH3:34])=[O:30])([CH3:27])([CH3:26])[CH3:25].Cl.[CH2:73]([O:80][CH2:81][C@@H:82]([NH2:90])[CH2:83][C:84]1[CH:89]=[CH:88][CH:87]=[CH:86][CH:85]=1)[C:74]1[CH:79]=[CH:78][CH:77]=[CH:76][CH:75]=1, predict the reaction product. The product is: [C:24]([O:28][C:29]([N:31]([CH3:71])[C@H:32]([C:36]([NH:38][C@H:39]([C:43]([N:45]([C@@H:47]([C@@H:67]([CH3:70])[CH2:68][CH3:69])[C@H:48]([O:65][CH3:66])[CH2:49][C:50]([N:52]1[CH2:56][CH2:55][CH2:54][C@H:53]1[C@H:57]([O:63][CH3:64])[C@@H:58]([CH3:59])[C:60]([NH:90][C@@H:82]([CH2:83][C:84]1[CH:89]=[CH:88][CH:87]=[CH:86][CH:85]=1)[CH2:81][O:80][CH2:73][C:74]1[CH:79]=[CH:78][CH:77]=[CH:76][CH:75]=1)=[O:61])=[O:51])[CH3:46])=[O:44])[CH:40]([CH3:42])[CH3:41])=[O:37])[CH:33]([CH3:34])[CH3:35])=[O:30])([CH3:25])([CH3:27])[CH3:26]. (3) Given the reactants C(O)(=O)C.[NH:5]1[CH2:10][CH2:9][O:8][CH2:7][CH2:6]1.C(O[BH-](OC(=O)C)OC(=O)C)(=O)C.[Na+].[CH3:25][CH:26]([S:28]([C:31]1[CH:32]=[C:33]2[C:38](=[CH:39][CH:40]=1)[N:37]=[C:36]([C:41]1[CH:46]=[CH:45][CH:44]=[C:43]([C:47]([F:50])([F:49])[F:48])[CH:42]=1)[C:35]([CH2:51][N:52]1[CH2:57][CH2:56][C:55](=O)[CH:54]([CH3:59])[CH2:53]1)=[C:34]2[C:60]([NH:62][C@H:63]([C:68]1[CH:73]=[CH:72][CH:71]=[CH:70][CH:69]=1)[C:64]([F:67])([F:66])[F:65])=[O:61])(=[O:30])=[O:29])[CH3:27], predict the reaction product. The product is: [CH3:27][CH:26]([S:28]([C:31]1[CH:32]=[C:33]2[C:38](=[CH:39][CH:40]=1)[N:37]=[C:36]([C:41]1[CH:46]=[CH:45][CH:44]=[C:43]([C:47]([F:50])([F:49])[F:48])[CH:42]=1)[C:35]([CH2:51][N:52]1[CH2:57][CH2:56][CH:55]([N:5]3[CH2:10][CH2:9][O:8][CH2:7][CH2:6]3)[CH:54]([CH3:59])[CH2:53]1)=[C:34]2[C:60]([NH:62][C@H:63]([C:68]1[CH:69]=[CH:70][CH:71]=[CH:72][CH:73]=1)[C:64]([F:67])([F:65])[F:66])=[O:61])(=[O:29])=[O:30])[CH3:25]. (4) Given the reactants [Cl:1][C:2]1[CH:23]=[C:22]([Cl:24])[CH:21]=[CH:20][C:3]=1[O:4][C:5]1[CH:10]=[CH:9][CH:8]=[CH:7][C:6]=1[NH:11][C:12]([CH:14]1[CH2:19][CH2:18][NH:17][CH2:16][CH2:15]1)=[O:13].C(N(CC)CC)C.[CH3:32][S:33](Cl)(=[O:35])=[O:34], predict the reaction product. The product is: [Cl:1][C:2]1[CH:23]=[C:22]([Cl:24])[CH:21]=[CH:20][C:3]=1[O:4][C:5]1[CH:10]=[CH:9][CH:8]=[CH:7][C:6]=1[NH:11][C:12]([CH:14]1[CH2:19][CH2:18][N:17]([S:33]([CH3:32])(=[O:35])=[O:34])[CH2:16][CH2:15]1)=[O:13]. (5) Given the reactants [C:1]1([C:24]2[CH:29]=[CH:28][CH:27]=[CH:26][CH:25]=2)[CH:6]=[CH:5][C:4]([CH2:7][N:8]2[C:12]3[CH:13]=[C:14]([F:19])[C:15]([I:18])=[C:16]([F:17])[C:11]=3[N:10]=[C:9]2S(C)(=O)=O)=[CH:3][CH:2]=1.[CH2:30]([O:32][C:33]([CH:35]1[CH2:37][CH:36]1[CH2:38][OH:39])=[O:34])[CH3:31].C1CCN2C(=NCCC2)CC1, predict the reaction product. The product is: [C:1]1([C:24]2[CH:29]=[CH:28][CH:27]=[CH:26][CH:25]=2)[CH:6]=[CH:5][C:4]([CH2:7][N:8]2[C:12]3[CH:13]=[C:14]([F:19])[C:15]([I:18])=[C:16]([F:17])[C:11]=3[N:10]=[C:9]2[O:39][CH2:38][CH:36]2[CH2:37][CH:35]2[C:33]([O:32][CH2:30][CH3:31])=[O:34])=[CH:3][CH:2]=1. (6) Given the reactants [F:1][C:2]1[C:7]([S:8]([CH3:11])(=[O:10])=O)=[CH:6][CH:5]=[C:4](F)[C:3]=1[C:13]([N:15]1[CH2:20][CH2:19][N:18]([C:21]2[CH:26]=[CH:25][C:24]([S:27]([CH3:30])(=[O:29])=[O:28])=[CH:23][C:22]=2[F:31])[CH2:17][CH2:16]1)=[O:14].[CH:32]([O-:35])([CH3:34])[CH3:33].[Na+].[OH2:37], predict the reaction product. The product is: [F:1][C:2]1[C:7]([S:8]([CH3:11])(=[O:10])=[O:37])=[CH:6][CH:5]=[C:4]([O:35][CH:32]([CH3:34])[CH3:33])[C:3]=1[C:13]([N:15]1[CH2:16][CH2:17][N:18]([C:21]2[CH:26]=[CH:25][C:24]([S:27]([CH3:30])(=[O:29])=[O:28])=[CH:23][C:22]=2[F:31])[CH2:19][CH2:20]1)=[O:14]. (7) Given the reactants I[C:2]1[CH:12]=[C:11]([C:13]([F:16])([F:15])[F:14])[CH:10]=[CH:9][C:3]=1[C:4]([O:6][CH2:7][CH3:8])=[O:5].[CH2:17]([C@@H:24]1[C@@H:33]([OH:34])[C:32]2[C:27](=[CH:28][C:29](B(O)O)=[CH:30][CH:31]=2)[O:26][CH2:25]1)[C:18]1[CH:23]=[CH:22][CH:21]=[CH:20][CH:19]=1.[F-].[K+].C(O)C, predict the reaction product. The product is: [CH2:7]([O:6][C:4](=[O:5])[C:3]1[CH:9]=[CH:10][C:11]([C:13]([F:16])([F:15])[F:14])=[CH:12][C:2]=1[C:29]1[CH:28]=[C:27]2[C:32]([C@H:33]([OH:34])[C@@H:24]([CH2:17][C:18]3[CH:23]=[CH:22][CH:21]=[CH:20][CH:19]=3)[CH2:25][O:26]2)=[CH:31][CH:30]=1)[CH3:8]. (8) Given the reactants [CH2:1]([O:8][C:9]1[CH:10]=[C:11]([CH:17]=[C:18]([O:20][CH2:21][CH2:22][CH2:23][O:24][CH3:25])[CH:19]=1)[CH2:12][NH:13][CH:14]1[CH2:16][CH2:15]1)[C:2]1[CH:7]=[CH:6][CH:5]=[CH:4][CH:3]=1.C(N(CC)CC)C.[C:33](O[C:33]([O:35][C:36]([CH3:39])([CH3:38])[CH3:37])=[O:34])([O:35][C:36]([CH3:39])([CH3:38])[CH3:37])=[O:34].[Cl-].[NH4+], predict the reaction product. The product is: [CH2:1]([O:8][C:9]1[CH:10]=[C:11]([CH:17]=[C:18]([O:20][CH2:21][CH2:22][CH2:23][O:24][CH3:25])[CH:19]=1)[CH2:12][N:13]([CH:14]1[CH2:15][CH2:16]1)[C:33](=[O:34])[O:35][C:36]([CH3:39])([CH3:38])[CH3:37])[C:2]1[CH:3]=[CH:4][CH:5]=[CH:6][CH:7]=1. (9) Given the reactants [C:1]([NH:4][C:5]1[S:6][C:7]2[C:13]3[N:14]([C:20]4[CH:28]=[CH:27][C:23]([C:24]([OH:26])=O)=[CH:22][C:21]=4[Cl:29])[N:15]=[C:16]([CH:17]4[CH2:19][CH2:18]4)[C:12]=3[CH2:11][CH2:10][C:8]=2[N:9]=1)(=[O:3])[CH3:2].F[B-](F)(F)F.N1(OC(N(C)C)=[N+](C)C)C2C=CC=CC=2N=N1.C(N(CC)CC)C.[CH3:59][NH:60][C@H:61]1[CH2:66][CH2:65][C@@H:64]([N:67]2[CH2:71][CH2:70][CH2:69][CH2:68]2)[CH2:63][CH2:62]1, predict the reaction product. The product is: [C:1]([NH:4][C:5]1[S:6][C:7]2[C:13]3[N:14]([C:20]4[CH:28]=[CH:27][C:23]([C:24]([N:60]([CH3:59])[C@H:61]5[CH2:62][CH2:63][C@@H:64]([N:67]6[CH2:71][CH2:70][CH2:69][CH2:68]6)[CH2:65][CH2:66]5)=[O:26])=[CH:22][C:21]=4[Cl:29])[N:15]=[C:16]([CH:17]4[CH2:18][CH2:19]4)[C:12]=3[CH2:11][CH2:10][C:8]=2[N:9]=1)(=[O:3])[CH3:2]. (10) Given the reactants [NH2:1][C:2]1[C:3]([C:14]([NH2:16])=[O:15])=[N:4][N:5]([C:7]2[CH:12]=[CH:11][C:10](Br)=[CH:9][CH:8]=2)[CH:6]=1.CN([CH:20]=[O:21])C.[CH3:22][OH:23], predict the reaction product. The product is: [NH2:1][C:2]1[C:3]([C:14]([NH2:16])=[O:15])=[N:4][N:5]([C:7]2[CH:12]=[CH:11][C:10]([C:22]([O:21][CH3:20])=[O:23])=[CH:9][CH:8]=2)[CH:6]=1.